From a dataset of CYP3A4 inhibition data for predicting drug metabolism from PubChem BioAssay. Regression/Classification. Given a drug SMILES string, predict its absorption, distribution, metabolism, or excretion properties. Task type varies by dataset: regression for continuous measurements (e.g., permeability, clearance, half-life) or binary classification for categorical outcomes (e.g., BBB penetration, CYP inhibition). Dataset: cyp3a4_veith. (1) The molecule is O=C(CN1C(=O)c2ccccc2S1(=O)=O)Nc1ccccc1. The result is 0 (non-inhibitor). (2) The molecule is Cc1cc(/C=C2\SC(=S)N(Cc3ccco3)C2=O)c(C)n1-c1cccnc1. The result is 1 (inhibitor).